From a dataset of Reaction yield outcomes from USPTO patents with 853,638 reactions. Predict the reaction yield, written as a fraction of the theoretical maximum amount of product (1.0 means a 100% yield; for example, 0.34 means a 34% yield). (1) The reactants are [CH3:1][N:2]1[C:6]([NH2:7])=[CH:5][C:4]([CH3:8])=[N:3]1.C1N=CN([C:14](N2C=NC=C2)=[O:15])C=1.[NH2:21][C:22]1[CH:23]=[C:24]([CH:41]=[CH:42][C:43]=1[CH3:44])[O:25][C:26]1[CH:27]=[CH:28][C:29]2[N:30]([CH:32]=[C:33]([NH:35][C:36]([CH:38]3[CH2:40][CH2:39]3)=[O:37])[N:34]=2)[N:31]=1.O. The catalyst is CN(C)C=O. The product is [CH3:1][N:2]1[C:6]([NH:7][C:14]([NH:21][C:22]2[CH:23]=[C:24]([CH:41]=[CH:42][C:43]=2[CH3:44])[O:25][C:26]2[CH:27]=[CH:28][C:29]3[N:30]([CH:32]=[C:33]([NH:35][C:36]([CH:38]4[CH2:40][CH2:39]4)=[O:37])[N:34]=3)[N:31]=2)=[O:15])=[CH:5][C:4]([CH3:8])=[N:3]1. The yield is 0.200. (2) The reactants are [Br:1][C:2]1[C:7]([O:8][CH3:9])=[CH:6][C:5]([C:10]2[O:11][CH:12]=[CH:13][CH:14]=2)=[CH:4][C:3]=1[O:15][CH3:16].CON(C)[C:20](=[O:36])[CH:21]([O:34][CH3:35])[C:22]1[CH:27]=[CH:26][C:25]([C:28]2[O:29][C:30]([CH3:33])=[CH:31][CH:32]=2)=[CH:24][CH:23]=1. No catalyst specified. The product is [Br:1][C:2]1[C:7]([O:8][CH3:9])=[CH:6][C:5]([C:10]2[O:11][C:12]([C:20](=[O:36])[CH:21]([O:34][CH3:35])[C:22]3[CH:27]=[CH:26][C:25]([C:28]4[O:29][C:30]([CH3:33])=[CH:31][CH:32]=4)=[CH:24][CH:23]=3)=[CH:13][CH:14]=2)=[CH:4][C:3]=1[O:15][CH3:16]. The yield is 0.470. (3) The reactants are [C:1]([O:5][C:6]([NH:8][C@H:9]([C:26]([OH:28])=O)[CH2:10][CH2:11][CH2:12][CH2:13][NH:14][C:15](=[O:25])[CH2:16][O:17][CH2:18][CH2:19][O:20][CH2:21][CH2:22][O:23][CH3:24])=[O:7])([CH3:4])([CH3:3])[CH3:2].[NH2:29][CH2:30][CH2:31][C:32]([O:34][CH3:35])=[O:33].Cl.C1C=CC2N(O)N=NC=2C=1.CCN(CC)CC. The catalyst is CN(C=O)C.CCOC(C)=O.O.C(Cl)CCl. The product is [C:1]([O:5][C:6]([NH:8][C@H:9]([C:26](=[O:28])[NH:29][CH2:30][CH2:31][C:32]([O:34][CH3:35])=[O:33])[CH2:10][CH2:11][CH2:12][CH2:13][NH:14][C:15](=[O:25])[CH2:16][O:17][CH2:18][CH2:19][O:20][CH2:21][CH2:22][O:23][CH3:24])=[O:7])([CH3:2])([CH3:3])[CH3:4]. The yield is 0.352. (4) The reactants are [C:1]([NH:5][S:6]([C:9]1([CH3:12])[CH2:11][CH2:10]1)(=[O:8])=[O:7])([CH3:4])([CH3:3])[CH3:2].C(Br)[C:14]1[CH:19]=[CH:18][CH:17]=[CH:16][CH:15]=1.CCOC(C)=O. The catalyst is CCCCCC. The product is [C:1]([NH:5][S:6]([C:9]1([CH2:12][C:14]2[CH:19]=[CH:18][CH:17]=[CH:16][CH:15]=2)[CH2:11][CH2:10]1)(=[O:8])=[O:7])([CH3:4])([CH3:2])[CH3:3]. The yield is 0.600.